Dataset: Reaction yield outcomes from USPTO patents with 853,638 reactions. Task: Predict the reaction yield, written as a fraction of the theoretical maximum amount of product (1.0 means a 100% yield; for example, 0.34 means a 34% yield). (1) The reactants are Br[C:2]1[CH:11]=[C:10]2[C:5]([C:6]([N:13]3[CH2:18][CH2:17][O:16][CH2:15][CH2:14]3)=[N:7][C:8]([Cl:12])=[N:9]2)=[CH:4][CH:3]=1.[N:19]1[CH:24]=[C:23](B(O)O)[CH:22]=[N:21][CH:20]=1.C(=O)([O-])[O-].[Na+].[Na+].CN(C=O)C. The catalyst is Cl[Pd](Cl)([P](C1C=CC=CC=1)(C1C=CC=CC=1)C1C=CC=CC=1)[P](C1C=CC=CC=1)(C1C=CC=CC=1)C1C=CC=CC=1.O. The product is [Cl:12][C:8]1[N:7]=[C:6]([N:13]2[CH2:18][CH2:17][O:16][CH2:15][CH2:14]2)[C:5]2[C:10](=[CH:11][C:2]([C:23]3[CH:24]=[N:19][CH:20]=[N:21][CH:22]=3)=[CH:3][CH:4]=2)[N:9]=1. The yield is 0.750. (2) The reactants are [CH2:1]([C:8]1[N:12]=[C:11]([CH2:13][CH2:14][C:15]([NH:17]/[N:18]=[C:19]2\[NH:20][C:21](=[O:37])[C:22]3[NH:23][C:24]([C:33]([F:36])([F:35])[F:34])=[N:25][C:26]=3[N:27]\2[CH2:28][CH2:29][CH2:30][CH2:31][CH3:32])=O)[O:10][N:9]=1)[C:2]1[CH:7]=[CH:6][CH:5]=[CH:4][CH:3]=1. The catalyst is C1(C)C=CC=CC=1. The product is [CH2:1]([C:8]1[N:12]=[C:11]([CH2:13][CH2:14][C:15]2[N:20]3[C:21](=[O:37])[C:22]4[NH:23][C:24]([C:33]([F:35])([F:36])[F:34])=[N:25][C:26]=4[N:27]([CH2:28][CH2:29][CH2:30][CH2:31][CH3:32])[C:19]3=[N:18][N:17]=2)[O:10][N:9]=1)[C:2]1[CH:3]=[CH:4][CH:5]=[CH:6][CH:7]=1. The yield is 0.178.